From a dataset of Full USPTO retrosynthesis dataset with 1.9M reactions from patents (1976-2016). Predict the reactants needed to synthesize the given product. Given the product [CH2:3]=[C:4]1[CH2:13][CH2:12][CH2:11][C:6]2([CH2:10][CH2:9][CH2:8][CH2:7]2)[CH:5]1[C:14]([OH:16])=[O:15].[CH3:3][C:4]1[CH:5]([C:14]([OH:16])=[O:15])[C:6]2([CH2:11][CH2:12][CH:13]=1)[CH2:10][CH2:9][CH2:8][CH2:7]2, predict the reactants needed to synthesize it. The reactants are: [OH-].[K+].[CH3:3][C:4]1[CH2:13][CH2:12][CH2:11][C:6]2([CH2:10][CH2:9][CH2:8][CH2:7]2)[C:5]=1[C:14]([O:16]C)=[O:15].[OH-].[Na+].